The task is: Predict the reaction yield, written as a fraction of the theoretical maximum amount of product (1.0 means a 100% yield; for example, 0.34 means a 34% yield).. This data is from Reaction yield outcomes from USPTO patents with 853,638 reactions. (1) The reactants are Cl[C:2]1[N:7]=[C:6]([NH2:8])[N:5]=[C:4]([NH:9][C:10]2[CH:15]=[CH:14][C:13]([O:16][C:17]3[CH:22]=[CH:21][N:20]=[C:19]([C:23]([F:26])([F:25])[F:24])[CH:18]=3)=[CH:12][CH:11]=2)[CH:3]=1.NC1N=C(Cl)C=C(Cl)N=1.FC(F)(F)C1C=C(OC2C=CC(N)=CC=2)C=CN=1.[CH3:54][C:55]1(B(O)O)[CH:60]=[CH:59][CH:58]=[C:57]([CH3:61])[CH2:56]1.C([O-])([O-])=O.[Na+].[Na+]. The catalyst is CN(C=O)C. The product is [CH3:54][C:55]1[CH:60]=[CH:59][CH:58]=[C:57]([CH3:61])[C:56]=1[C:2]1[N:7]=[C:6]([NH2:8])[N:5]=[C:4]([NH:9][C:10]2[CH:15]=[CH:14][C:13]([O:16][C:17]3[CH:22]=[CH:21][N:20]=[C:19]([C:23]([F:26])([F:25])[F:24])[CH:18]=3)=[CH:12][CH:11]=2)[CH:3]=1. The yield is 0.560. (2) The reactants are [F:1][C:2]1[CH:39]=[C:38]([F:40])[CH:37]=[CH:36][C:3]=1[O:4][C:5]1[C:14]([C:15]2[C:16]3[CH:25]=[CH:24][N:23](S(C4C=CC(C)=CC=4)(=O)=O)[C:17]=3[C:18](=[O:22])[N:19]([CH3:21])[CH:20]=2)=[CH:13][C:8]2[NH:9][C:10](=[O:12])[NH:11][C:7]=2[CH:6]=1.C(O)C.[OH-].[Na+].O. No catalyst specified. The product is [F:1][C:2]1[CH:39]=[C:38]([F:40])[CH:37]=[CH:36][C:3]=1[O:4][C:5]1[C:14]([C:15]2[C:16]3[CH:25]=[CH:24][NH:23][C:17]=3[C:18](=[O:22])[N:19]([CH3:21])[CH:20]=2)=[CH:13][C:8]2[NH:9][C:10](=[O:12])[NH:11][C:7]=2[CH:6]=1. The yield is 0.200. (3) The reactants are [CH3:1][O:2][C:3](/[CH:5]=[CH:6]/[C:7]([O:9][CH:10]([CH3:14])C(O)=O)=[O:8])=[O:4].C(Cl)(=O)[C:16](Cl)=[O:17].[CH2:21]([O:23][C:24](=[O:34])[CH2:25][NH:26][CH2:27][C:28]1[CH:33]=[CH:32][CH:31]=[CH:30][CH:29]=1)[CH3:22].C(N(C(C)C)CC)(C)C. The catalyst is ClCCl.CN(C1C=CN=CC=1)C.CN(C)C=O. The product is [C:7]([O:9][CH2:10][CH2:14][C:16](=[O:17])[N:26]([CH2:25][C:24]([O:23][CH2:21][CH3:22])=[O:34])[CH2:27][C:28]1[CH:33]=[CH:32][CH:31]=[CH:30][CH:29]=1)(=[O:8])/[CH:6]=[CH:5]/[C:3]([O:2][CH3:1])=[O:4]. The yield is 0.330. (4) No catalyst specified. The product is [C:22]([O:7][CH2:6][CH:5]([CH3:17])[CH2:4][C:3]([C:9]([F:10])([F:11])[F:12])([OH:8])[C:2]([F:13])([F:14])[F:1])(=[O:25])[CH:23]=[CH2:24]. The yield is 0.860. The reactants are [F:1][C:2]([F:14])([F:13])[C:3]([C:9]([F:12])([F:11])[F:10])([OH:8])[CH2:4][CH2:5][CH2:6][OH:7].C[Li].[CH2:17]([Li])CCC.[C:22](Cl)(=[O:25])[CH:23]=[CH2:24].C(Cl)(=O)C(C)=C. (5) The reactants are [NH2:1][C:2]1[CH:3]=[C:4]2[C:8](=[CH:9][C:10]=1[S:11][CH2:12][C:13]1[CH:18]=[CH:17][CH:16]=[CH:15][CH:14]=1)[C:7](=[O:19])[CH2:6][CH2:5]2.[O:20]1[C:24]2[CH:25]=[CH:26][CH:27]=[CH:28][C:23]=2[CH:22]=[C:21]1[S:29](Cl)(=[O:31])=[O:30]. The catalyst is N1C=CC=CC=1. The product is [CH2:12]([S:11][C:10]1[CH:9]=[C:8]2[C:4]([CH2:5][CH2:6][C:7]2=[O:19])=[CH:3][C:2]=1[NH:1][S:29]([C:21]1[O:20][C:24]2[CH:25]=[CH:26][CH:27]=[CH:28][C:23]=2[CH:22]=1)(=[O:30])=[O:31])[C:13]1[CH:14]=[CH:15][CH:16]=[CH:17][CH:18]=1. The yield is 0.470. (6) The reactants are Cl.[CH3:2][C:3]1[CH:8]=[CH:7][C:6]([NH:9]N)=[CH:5][CH:4]=1.[CH:11]1([N:14]2[CH2:19][CH2:18][C:17](=O)[CH2:16][CH2:15]2)[CH2:13][CH2:12]1. The catalyst is S(=O)(=O)(O)O.O1CCOCC1. The product is [CH:11]1([N:14]2[CH2:19][CH2:18][C:17]3[NH:9][C:6]4[CH:5]=[CH:4][C:3]([CH3:2])=[CH:8][C:7]=4[C:16]=3[CH2:15]2)[CH2:13][CH2:12]1. The yield is 0.660. (7) The reactants are C([O-])([O-])=O.[Cs+].[Cs+].[Cl:7][C:8]1[CH:13]=[CH:12][C:11]([C:14]2[C:18]3[CH2:19][N:20]([C:23](=[O:25])[CH3:24])[CH2:21][CH2:22][C:17]=3[NH:16][N:15]=2)=[CH:10][CH:9]=1.Br[CH2:27][CH2:28][CH2:29][Cl:30].O. The catalyst is CN(C=O)C. The product is [Cl:7][C:8]1[CH:9]=[CH:10][C:11]([C:14]2[C:18]3[CH2:19][N:20]([C:23](=[O:25])[CH3:24])[CH2:21][CH2:22][C:17]=3[N:16]([CH2:27][CH2:28][CH2:29][Cl:30])[N:15]=2)=[CH:12][CH:13]=1. The yield is 0.830.